Dataset: Reaction yield outcomes from USPTO patents with 853,638 reactions. Task: Predict the reaction yield, written as a fraction of the theoretical maximum amount of product (1.0 means a 100% yield; for example, 0.34 means a 34% yield). (1) The reactants are I[C:2]1[C:3]([O:20][CH3:21])=[CH:4][C:5]([CH:17]([CH3:19])[CH3:18])=[C:6]([CH:16]=1)[O:7][C:8]1[C:9]([NH2:15])=[N:10][C:11]([NH2:14])=[N:12][CH:13]=1.[C:22]([Cu])#[N:23].O. The catalyst is CN(C=O)C. The product is [NH2:14][C:11]1[N:10]=[C:9]([NH2:15])[C:8]([O:7][C:6]2[C:5]([CH:17]([CH3:19])[CH3:18])=[CH:4][C:3]([O:20][CH3:21])=[C:2]([CH:16]=2)[C:22]#[N:23])=[CH:13][N:12]=1. The yield is 0.440. (2) The reactants are [Cl:1][C:2]1[N:10]([CH2:11][CH:12]=[CH2:13])[C:9]2[C:8](=[O:14])[NH:7][C:6](=[O:15])[N:5]([CH2:16][O:17][CH2:18][CH2:19][O:20][CH3:21])[C:4]=2[N:3]=1.[C:22](=O)([O-])[O-].[Na+].[Na+].CI. The catalyst is CN(C=O)C. The product is [Cl:1][C:2]1[N:10]([CH2:11][CH:12]=[CH2:13])[C:9]2[C:8](=[O:14])[N:7]([CH3:22])[C:6](=[O:15])[N:5]([CH2:16][O:17][CH2:18][CH2:19][O:20][CH3:21])[C:4]=2[N:3]=1. The yield is 0.850. (3) The reactants are [NH:1]1[C:9]2[C:4](=[CH:5][CH:6]=[C:7]([OH:10])[CH:8]=2)[CH:3]=[N:2]1.[Br:11][CH2:12][CH2:13][CH2:14]Br.C([O-])([O-])=O.[K+].[K+]. The catalyst is CCO. The product is [Br:11][CH2:12][CH2:13][CH2:14][O:10][C:7]1[CH:8]=[C:9]2[C:4]([CH:3]=[N:2][NH:1]2)=[CH:5][CH:6]=1. The yield is 0.0700. (4) The reactants are C([O-])=O.[NH4+].[OH:5][C:6]12[CH2:15][CH:10]3[CH2:11][CH:12]([CH2:14][CH:8]([C:9]3=O)[CH2:7]1)[CH2:13]2.C([N:19](CC)CC)C.[CH3:24][C:25]([O:28][C:29]([O:31]C(OC(C)(C)C)=O)=O)([CH3:27])[CH3:26]. The catalyst is CO.[Pd]. The product is [C:25]([O:28][C:29](=[O:31])[NH:19][CH:9]1[CH:8]2[CH2:14][CH:12]3[CH2:13][C:6]([OH:5])([CH2:15][CH:10]1[CH2:11]3)[CH2:7]2)([CH3:27])([CH3:26])[CH3:24]. The yield is 0.960. (5) The reactants are [CH3:1][C:2]([O:5][C:6]([N:8]1[CH2:13][CH2:12][CH:11]([C:14]([OH:16])=O)[CH2:10][CH2:9]1)=[O:7])([CH3:4])[CH3:3].CN(C(ON1N=NC2C=CC=NC1=2)=[N+](C)C)C.F[P-](F)(F)(F)(F)F.C(N(C(C)C)CC)(C)C.[NH2:50][C:51]1[CH:60]=[CH:59][CH:58]=[CH:57][C:52]=1[C:53]([O:55][CH3:56])=[O:54]. The catalyst is CN(C)C=O. The product is [CH3:56][O:55][C:53]([C:52]1[CH:57]=[CH:58][CH:59]=[CH:60][C:51]=1[NH:50][C:14]([CH:11]1[CH2:10][CH2:9][N:8]([C:6]([O:5][C:2]([CH3:1])([CH3:3])[CH3:4])=[O:7])[CH2:13][CH2:12]1)=[O:16])=[O:54]. The yield is 0.330. (6) The reactants are [CH3:1][N:2]([CH2:10][CH2:11][N:12]1[CH2:17][CH2:16][S:15][C:14]2[CH:18]=[C:19]([N+:22]([O-])=O)[CH:20]=[CH:21][C:13]1=2)[C:3](=[O:9])[O:4][C:5]([CH3:8])([CH3:7])[CH3:6].O.NN. The catalyst is CO.[Ni]. The product is [NH2:22][C:19]1[CH:20]=[CH:21][C:13]2[N:12]([CH2:11][CH2:10][N:2]([CH3:1])[C:3](=[O:9])[O:4][C:5]([CH3:6])([CH3:7])[CH3:8])[CH2:17][CH2:16][S:15][C:14]=2[CH:18]=1. The yield is 0.980. (7) The reactants are [Cl:1][C:2]1[CH:3]=[C:4]2[C:9](=[CH:10][CH:11]=1)[N:8]=[C:7]([CH2:12]Cl)[N:6]([C:14]1[CH:19]=[CH:18][CH:17]=[CH:16][C:15]=1[Cl:20])[C:5]2=[O:21].[N:22]1[C:30]([NH2:31])=[C:29]2[C:25]([N:26]=[CH:27][NH:28]2)=[N:24][CH:23]=1.C([O-])([O-])=O.[K+].[K+]. The catalyst is CN(C=O)C. The product is [NH2:31][C:30]1[N:22]=[CH:23][N:24]=[C:25]2[C:29]=1[N:28]=[CH:27][N:26]2[CH2:12][C:7]1[N:6]([C:14]2[CH:19]=[CH:18][CH:17]=[CH:16][C:15]=2[Cl:20])[C:5](=[O:21])[C:4]2[C:9](=[CH:10][CH:11]=[C:2]([Cl:1])[CH:3]=2)[N:8]=1. The yield is 0.390.